The task is: Predict the product of the given reaction.. This data is from Forward reaction prediction with 1.9M reactions from USPTO patents (1976-2016). Given the reactants CCOC(/N=N/C(O[CH2:11][CH3:12])=O)=O.[NH2:13][C:14]1[CH:19]=[CH:18][C:17]([C:20]([OH:29])([C:25]([F:28])([F:27])[F:26])[C:21]([F:24])([F:23])[F:22])=[CH:16][CH:15]=1.[NH:30]1[CH2:35][CH2:34][CH2:33][CH2:32][CH:31]1C(O)C.C1C=CC(P(C2C=CC=CC=2)C2C=CC=CC=2)=CC=1, predict the reaction product. The product is: [F:28][C:25]([F:26])([F:27])[C:20]([C:17]1[CH:16]=[CH:15][C:14]([NH2:13])=[CH:19][CH:18]=1)([O:29][CH2:34][CH2:35][N:30]1[CH2:12][CH2:11][CH2:33][CH2:32][CH2:31]1)[C:21]([F:22])([F:23])[F:24].